This data is from Merck oncology drug combination screen with 23,052 pairs across 39 cell lines. The task is: Regression. Given two drug SMILES strings and cell line genomic features, predict the synergy score measuring deviation from expected non-interaction effect. (1) Synergy scores: synergy=-4.21. Drug 2: Cn1cc(-c2cnn3c(N)c(Br)c(C4CCCNC4)nc23)cn1. Cell line: T47D. Drug 1: CCc1cnn2c(NCc3ccc[n+]([O-])c3)cc(N3CCCCC3CCO)nc12. (2) Drug 1: CN(C)C(=N)N=C(N)N. Drug 2: O=C(O)C1(Cc2cccc(Nc3nccs3)n2)CCC(Oc2cccc(Cl)c2F)CC1. Cell line: EFM192B. Synergy scores: synergy=-2.74. (3) Drug 1: CN(Cc1cnc2nc(N)nc(N)c2n1)c1ccc(C(=O)NC(CCC(=O)O)C(=O)O)cc1. Drug 2: Cn1cc(-c2cnn3c(N)c(Br)c(C4CCCNC4)nc23)cn1. Cell line: A2058. Synergy scores: synergy=-10.8. (4) Drug 1: O=P1(N(CCCl)CCCl)NCCCO1. Drug 2: COC1=C2CC(C)CC(OC)C(O)C(C)C=C(C)C(OC(N)=O)C(OC)C=CC=C(C)C(=O)NC(=CC1=O)C2=O. Cell line: EFM192B. Synergy scores: synergy=1.74. (5) Drug 1: CC1(c2nc3c(C(N)=O)cccc3[nH]2)CCCN1. Drug 2: COC1=C2CC(C)CC(OC)C(O)C(C)C=C(C)C(OC(N)=O)C(OC)C=CC=C(C)C(=O)NC(=CC1=O)C2=O. Cell line: SKOV3. Synergy scores: synergy=-10.7. (6) Drug 1: N#Cc1ccc(Cn2cncc2CN2CCN(c3cccc(Cl)c3)C(=O)C2)cc1. Drug 2: CS(=O)(=O)CCNCc1ccc(-c2ccc3ncnc(Nc4ccc(OCc5cccc(F)c5)c(Cl)c4)c3c2)o1. Cell line: SW837. Synergy scores: synergy=11.8. (7) Drug 1: COc1cccc2c1C(=O)c1c(O)c3c(c(O)c1C2=O)CC(O)(C(=O)CO)CC3OC1CC(N)C(O)C(C)O1. Drug 2: CCc1cnn2c(NCc3ccc[n+]([O-])c3)cc(N3CCCCC3CCO)nc12. Cell line: UWB1289. Synergy scores: synergy=-9.71. (8) Drug 1: COc1cc(C2c3cc4c(cc3C(OC3OC5COC(C)OC5C(O)C3O)C3COC(=O)C23)OCO4)cc(OC)c1O. Drug 2: CCN(CC)CCNC(=O)c1c(C)[nH]c(C=C2C(=O)Nc3ccc(F)cc32)c1C. Cell line: EFM192B. Synergy scores: synergy=-4.96. (9) Drug 1: CC1CC2C3CCC4=CC(=O)C=CC4(C)C3(F)C(O)CC2(C)C1(O)C(=O)CO. Drug 2: C#Cc1cccc(Nc2ncnc3cc(OCCOC)c(OCCOC)cc23)c1. Cell line: SKMEL30. Synergy scores: synergy=-2.88. (10) Drug 1: CCC1=CC2CN(C1)Cc1c([nH]c3ccccc13)C(C(=O)OC)(c1cc3c(cc1OC)N(C)C1C(O)(C(=O)OC)C(OC(C)=O)C4(CC)C=CCN5CCC31C54)C2. Drug 2: Cc1nc(Nc2ncc(C(=O)Nc3c(C)cccc3Cl)s2)cc(N2CCN(CCO)CC2)n1. Cell line: LNCAP. Synergy scores: synergy=27.9.